From a dataset of Catalyst prediction with 721,799 reactions and 888 catalyst types from USPTO. Predict which catalyst facilitates the given reaction. (1) Product: [CH3:13][O:12][C:10]([C:9]1[CH:14]=[CH:15][C:6]([CH2:5][CH2:4][C:3]([OH:16])=[O:2])=[CH:7][CH:8]=1)=[O:11]. The catalyst class is: 5. Reactant: C[O:2][C:3](=[O:16])[CH2:4][CH2:5][C:6]1[CH:15]=[CH:14][C:9]([C:10]([O:12][CH3:13])=[O:11])=[CH:8][CH:7]=1.[OH-].[Na+]. (2) Reactant: F[C:2]1[CH:7]=[CH:6][C:5]([S:8]([NH:11][CH2:12][C:13]([O:15][C:16]([CH3:19])([CH3:18])[CH3:17])=[O:14])(=[O:10])=[O:9])=[CH:4][CH:3]=1.C([O-])([O-])=O.[K+].[K+].CN(C)C(=O)C.[CH:32]1([SH:38])[CH2:37][CH2:36][CH2:35][CH2:34][CH2:33]1. Product: [CH:32]1([S:38][C:2]2[CH:7]=[CH:6][C:5]([S:8]([NH:11][CH2:12][C:13]([O:15][C:16]([CH3:19])([CH3:18])[CH3:17])=[O:14])(=[O:10])=[O:9])=[CH:4][CH:3]=2)[CH2:37][CH2:36][CH2:35][CH2:34][CH2:33]1. The catalyst class is: 6. (3) Reactant: ClCCl.[CH3:4][N:5]1[CH2:10][CH2:9][N:8]([C:11]([O:13][CH:14]2[N:23]([C:24]3[CH:25]=[CH:26][C:27]([Cl:30])=[CH:28][N:29]=3)[C:21](=[O:22])[C:16]3[N:17]=[CH:18][CH:19]=[N:20][C:15]2=3)=[O:12])[CH2:7][CH2:6]1.C(OC(=O)C(C(C(OC(=O)C1C=CC=CC=1)=O)O)O)(=O)C1C=CC=CC=1.C(=O)(O)[O-].[Na+]. Product: [CH3:4][N:5]1[CH2:10][CH2:9][N:8]([C:11]([O:13][C@@H:14]2[N:23]([C:24]3[CH:25]=[CH:26][C:27]([Cl:30])=[CH:28][N:29]=3)[C:21](=[O:22])[C:16]3[N:17]=[CH:18][CH:19]=[N:20][C:15]2=3)=[O:12])[CH2:7][CH2:6]1. The catalyst class is: 6. (4) Reactant: [H-].[Na+].CN(C=O)C.[I:8][C:9]1[CH:14]=[CH:13][C:12]([C:15]2[S:16][C:17]3[CH:23]=[C:22](O)[CH:21]=[CH:20][C:18]=3[N:19]=2)=[CH:11][CH:10]=1.[CH3:25][O:26][CH2:27]Cl. Product: [I:8][C:9]1[CH:14]=[CH:13][C:12]([C:15]2[S:16][C:17]3[CH:23]=[C:22]([CH2:25][O:26][CH3:27])[CH:21]=[CH:20][C:18]=3[N:19]=2)=[CH:11][CH:10]=1. The catalyst class is: 66. (5) Reactant: [CH2:1]([C:5]1[N:9]2[CH:10]=[CH:11][CH:12]=[CH:13][C:8]2=[C:7]([C:14]([OH:16])=O)[N:6]=1)[CH2:2]CC.C(Cl)CCl.C1C=CC2N([OH:30])N=NC=2C=1.C([N:33]([CH:37]([CH3:39])C)[CH:34]([CH3:36])C)C.Cl.[CH3:41][C:42]12[CH2:52][CH:46]3[CH2:47][C:48]([CH3:51])([CH2:50][C:44]([NH2:53])([CH2:45]3)[CH2:43]1)[CH2:49]2. Product: [CH3:51][C:48]12[CH2:47][CH:46]3[CH2:52][C:42]([CH3:41])([CH2:43][C:44]([NH:53][C:14]([C:7]4[N:6]=[C:5]([CH2:1][CH2:2][N:33]5[CH2:34][CH2:36][O:30][CH2:39][CH2:37]5)[N:9]5[CH:10]=[CH:11][CH:12]=[CH:13][C:8]=45)=[O:16])([CH2:45]3)[CH2:50]1)[CH2:49]2. The catalyst class is: 39. (6) Reactant: Cl[C:2]1[N:6]([CH3:7])[N:5]=[CH:4][C:3]=1[N+:8]([O-:10])=[O:9].C[N:12]([CH2:20][CH:21]1[CH2:26][CH2:25][NH:24][CH2:23][CH2:22]1)[C:13](=[O:19])[O:14][C:15]([CH3:18])([CH3:17])[CH3:16].CCN(C(C)C)C(C)C. Product: [CH3:7][N:6]1[C:2]([N:24]2[CH2:25][CH2:26][CH:21]([CH2:20][NH:12][C:13](=[O:19])[O:14][C:15]([CH3:17])([CH3:16])[CH3:18])[CH2:22][CH2:23]2)=[C:3]([N+:8]([O-:10])=[O:9])[CH:4]=[N:5]1. The catalyst class is: 14. (7) Reactant: [CH3:1][C:2]1[C:10]([CH3:12])([CH3:11])[C:9]2[C:4](=[CH:5][CH:6]=[CH:7][CH:8]=2)[N:3]=1.Br[CH2:14][C:15]1[C:24]2[C:19](=[C:20]([CH2:25]Br)[CH:21]=[CH:22][CH:23]=2)[CH:18]=[CH:17][CH:16]=1.C(=O)([O-])[O-].[K+].[K+]. Product: [CH3:11][C:10]1([CH3:12])[C:9]2[C:4](=[CH:5][CH:6]=[CH:7][CH:8]=2)[N:3]([CH2:14][C:15]2[C:24]3[C:19](=[C:20]([CH2:25][N:3]4[C:4]5[C:9](=[CH:8][CH:7]=[CH:6][CH:5]=5)[C:10]([CH3:11])([CH3:12])[C:2]4=[CH2:1])[CH:21]=[CH:22][CH:23]=3)[CH:18]=[CH:17][CH:16]=2)[C:2]1=[CH2:1]. The catalyst class is: 11.